This data is from Reaction yield outcomes from USPTO patents with 853,638 reactions. The task is: Predict the reaction yield, written as a fraction of the theoretical maximum amount of product (1.0 means a 100% yield; for example, 0.34 means a 34% yield). The reactants are [NH2:1][C:2]1[N:7]=[C:6]([N:8]2[C:12]3[CH:13]=[C:14](Br)[CH:15]=[CH:16][C:11]=3[N:10]=[C:9]2[O:18][CH2:19][CH2:20][OH:21])[CH:5]=[CH:4][N:3]=1.[N:22]1[CH:27]=[CH:26][CH:25]=[N:24][C:23]=1[C:28]([OH:32])([C:30]#[CH:31])[CH3:29].C(N(CC)CC)C. The catalyst is CS(C)=O.Cl[Pd](Cl)([P](C1C=CC=CC=1)(C1C=CC=CC=1)C1C=CC=CC=1)[P](C1C=CC=CC=1)(C1C=CC=CC=1)C1C=CC=CC=1. The product is [NH2:1][C:2]1[N:7]=[C:6]([N:8]2[C:12]3[CH:13]=[C:14]([C:31]#[C:30][C:28]([C:23]4[N:22]=[CH:27][CH:26]=[CH:25][N:24]=4)([OH:32])[CH3:29])[CH:15]=[CH:16][C:11]=3[N:10]=[C:9]2[O:18][CH2:19][CH2:20][OH:21])[CH:5]=[CH:4][N:3]=1. The yield is 0.0400.